Dataset: Peptide-MHC class I binding affinity with 185,985 pairs from IEDB/IMGT. Task: Regression. Given a peptide amino acid sequence and an MHC pseudo amino acid sequence, predict their binding affinity value. This is MHC class I binding data. (1) The peptide sequence is EECDSELEI. The MHC is HLA-A02:01 with pseudo-sequence HLA-A02:01. The binding affinity (normalized) is 0.213. (2) The peptide sequence is IQDEIVAAY. The MHC is HLA-B57:01 with pseudo-sequence HLA-B57:01. The binding affinity (normalized) is 0.0847. (3) The peptide sequence is AEFKYIAAV. The MHC is HLA-B07:02 with pseudo-sequence HLA-B07:02. The binding affinity (normalized) is 0.138. (4) The peptide sequence is YNLTMKCRR. The MHC is HLA-A03:01 with pseudo-sequence HLA-A03:01. The binding affinity (normalized) is 0.236.